This data is from Forward reaction prediction with 1.9M reactions from USPTO patents (1976-2016). The task is: Predict the product of the given reaction. Given the reactants [I:1][C:2]1[CH:3]=[C:4]2[C:8](=[CH:9][CH:10]=1)[NH:7][C:6](=[O:11])[C:5]2=O.[N:13]1[O:14][N:15]=[C:16]2[CH:21]=[C:20]([C:22]([NH:24][NH2:25])=[O:23])[CH:19]=[CH:18][C:17]=12, predict the reaction product. The product is: [I:1][C:2]1[CH:3]=[C:4]2[C:8](=[CH:9][CH:10]=1)[NH:7][C:6](=[O:11])[C:5]2=[N:25][NH:24][C:22]([C:20]1[CH:19]=[CH:18][C:17]2=[N:13][O:14][N:15]=[C:16]2[CH:21]=1)=[O:23].